Predict the reactants needed to synthesize the given product. From a dataset of Full USPTO retrosynthesis dataset with 1.9M reactions from patents (1976-2016). (1) Given the product [NH2:4][C:5]1[N:10]=[C:9]([C:11]2[CH:20]=[C:19]3[C:14]([CH2:15][CH2:16][N:17]([C:21]([NH:23][C@@H:24]([CH2:29][C:30]4[CH:35]=[CH:34][CH:33]=[CH:32][CH:31]=4)[C:25]([OH:27])=[O:26])=[O:22])[CH2:18]3)=[CH:13][CH:12]=2)[CH:8]=[C:7]([N:36]2[CH2:37][CH2:38][N:39]([CH3:42])[CH2:40][CH2:41]2)[N:6]=1, predict the reactants needed to synthesize it. The reactants are: O.[OH-].[Li+].[NH2:4][C:5]1[N:10]=[C:9]([C:11]2[CH:20]=[C:19]3[C:14]([CH2:15][CH2:16][N:17]([C:21]([NH:23][C@@H:24]([CH2:29][C:30]4[CH:35]=[CH:34][CH:33]=[CH:32][CH:31]=4)[C:25]([O:27]C)=[O:26])=[O:22])[CH2:18]3)=[CH:13][CH:12]=2)[CH:8]=[C:7]([N:36]2[CH2:41][CH2:40][N:39]([CH3:42])[CH2:38][CH2:37]2)[N:6]=1.Cl.[Li+].[Cl-]. (2) Given the product [CH3:9][N:8]([CH2:10][CH2:11][OH:12])[C:7]1[CH:6]=[CH:5][N:4]=[N:3][CH:2]=1, predict the reactants needed to synthesize it. The reactants are: Cl[C:2]1[N:3]=[N:4][C:5](Cl)=[CH:6][C:7]=1[N:8]([CH2:10][CH2:11][OH:12])[CH3:9]. (3) Given the product [N:11]1([C:14]2[C:15]3[N:16]([CH:25]=[C:26]([C:28]([O:30][CH2:31][CH3:32])=[O:29])[N:27]=3)[C:17]([C:20]3[S:21][CH:22]=[CH:23][CH:24]=3)=[CH:18][N:19]=2)[CH2:10][CH2:9][NH:8][CH2:13][CH2:12]1, predict the reactants needed to synthesize it. The reactants are: C(OC([N:8]1[CH2:13][CH2:12][N:11]([C:14]2[C:15]3[N:16]([CH:25]=[C:26]([C:28]([O:30][CH2:31][CH3:32])=[O:29])[N:27]=3)[C:17]([C:20]3[S:21][CH:22]=[CH:23][CH:24]=3)=[CH:18][N:19]=2)[CH2:10][CH2:9]1)=O)(C)(C)C.FC(F)(F)C(O)=O. (4) Given the product [C:35]([N:21]1[CH2:22][CH2:23][N:18]([C:17]2[C:8]([C:5]3[CH:6]=[CH:7][C:2]([F:1])=[CH:3][CH:4]=3)=[N:9][C:10]3[C:15]([N:16]=2)=[CH:14][C:13]([C:24]([O:26][CH3:27])=[O:25])=[CH:12][CH:11]=3)[CH2:19][CH2:20]1)(=[O:42])[C:36]1[CH:41]=[CH:40][CH:39]=[CH:38][CH:37]=1, predict the reactants needed to synthesize it. The reactants are: [F:1][C:2]1[CH:7]=[CH:6][C:5]([C:8]2[C:17]([N:18]3[CH2:23][CH2:22][NH:21][CH2:20][CH2:19]3)=[N:16][C:15]3[C:10](=[CH:11][CH:12]=[C:13]([C:24]([O:26][CH3:27])=[O:25])[CH:14]=3)[N:9]=2)=[CH:4][CH:3]=1.CCN(CC)CC.[C:35](Cl)(=[O:42])[C:36]1[CH:41]=[CH:40][CH:39]=[CH:38][CH:37]=1. (5) Given the product [CH3:34][O:35][C:36]([C:38]1[CH:47]=[C:46]([C:48]2[CH:53]=[CH:52][CH:51]=[CH:50][CH:49]=2)[C:45]2[C:40](=[C:41]([NH2:54])[CH:42]=[CH:43][CH:44]=2)[N:39]=1)=[O:37], predict the reactants needed to synthesize it. The reactants are: COC(C1C=C(NS(C2C=CC(C)=CC=2)(=O)=O)C2C(=C(OCC3C=CC=CC=3)C=CC=2)N=1)=O.[CH3:34][O:35][C:36]([C:38]1[CH:47]=[C:46]([C:48]2[CH:53]=[CH:52][CH:51]=[CH:50][CH:49]=2)[C:45]2[C:40](=[C:41]([N+:54]([O-])=O)[CH:42]=[CH:43][CH:44]=2)[N:39]=1)=[O:37]. (6) Given the product [CH3:1][N:2]([CH3:7])[C:3](=[O:6])[CH:4]=[CH2:5].[C:8]([O:13][CH2:14][CH:15]1[O:17][CH2:16]1)(=[O:12])[C:9]([CH3:11])=[CH2:10], predict the reactants needed to synthesize it. The reactants are: [CH3:1][N:2]([CH3:7])[C:3](=[O:6])[CH:4]=[CH2:5].[C:8]([O:13][CH2:14][CH:15]1[O:17][CH2:16]1)(=[O:12])[C:9]([CH3:11])=[CH2:10].CC(N=NC(C#N)(C)C)(C#N)C.O1CCCC1.